This data is from Tyrosyl-DNA phosphodiesterase HTS with 341,365 compounds. The task is: Binary Classification. Given a drug SMILES string, predict its activity (active/inactive) in a high-throughput screening assay against a specified biological target. (1) The drug is s1c(nnc1NC(=O)Cc1c2c(oc1)cc(cc2)CC)C1CC1. The result is 0 (inactive). (2) The drug is ClC\C=C\Cl. The result is 0 (inactive). (3) The compound is O=C(Nc1ccc(cc1)C(=O)COC(=O)C=1OCCOC1)C(C)(C)C. The result is 0 (inactive). (4) The compound is s1c2n(c3nc(N)c(c(c3c(=O)n2)c2c(OC)ccc(OC)c2)C#N)cc1. The result is 0 (inactive). (5) The drug is O=c1nc(n(c2ncccc12)c1ccccc1)c1ccccc1. The result is 0 (inactive). (6) The result is 0 (inactive). The drug is s1c2cc(NC(=O)N3CCN(CC3)C(OCC)=O)ccc2nc1C. (7) The compound is S(=O)(=O)(N(CC(=O)Nc1ccc(cc1)C)c1ccc(cc1)C)c1cc(OC)c(OC)cc1. The result is 0 (inactive).